This data is from Full USPTO retrosynthesis dataset with 1.9M reactions from patents (1976-2016). The task is: Predict the reactants needed to synthesize the given product. (1) Given the product [CH2:21]([N:7]1[C:8]2[C:4](=[CH:3][C:2]([I:1])=[CH:10][CH:9]=2)[C:5]([CH2:11][C:12]([N:14]([CH3:15])[CH3:16])=[O:13])=[CH:6]1)[C:22]1[CH:27]=[CH:26][CH:25]=[CH:24][CH:23]=1, predict the reactants needed to synthesize it. The reactants are: [I:1][C:2]1[CH:3]=[C:4]2[C:8](=[CH:9][CH:10]=1)[NH:7][CH:6]=[C:5]2[CH2:11][C:12]([N:14]([CH3:16])[CH3:15])=[O:13].[H-].[Na+].[H][H].[CH2:21](Cl)[C:22]1[CH:27]=[CH:26][CH:25]=[CH:24][CH:23]=1. (2) Given the product [CH3:18][C:19]1([CH3:21])[C:10]2[CH:9]=[C:8]([I:15])[CH:7]=[CH:6][C:11]=2[C:12]2[C:20]1=[CH:14][C:2]([I:1])=[CH:3][CH:4]=2, predict the reactants needed to synthesize it. The reactants are: [I:1][C:2]1[CH:14]=C[C:12]2[C:11]3[C:6](=[CH:7][C:8]([I:15])=[CH:9][CH:10]=3)C[C:4]=2[CH:3]=1.IC.[CH3:18][C:19]([O-])([CH3:21])[CH3:20].[Na+].O. (3) Given the product [P:4]([CH:9]([P:40]([OH:42])([OH:45])=[O:41])[CH2:10][C:11]([N:13]1[CH2:18][CH2:17][N:16]([C:19]2[C:28]([O:29][CH3:30])=[C:27]3[C:22]([C:23](=[O:37])[C:24]([C:34]([OH:36])=[O:35])=[CH:25][N:26]3[CH:31]3[CH2:32][CH2:33]3)=[CH:21][C:20]=2[F:38])[CH2:15][CH:14]1[CH3:39])=[O:12])([OH:6])([OH:5])=[O:3], predict the reactants needed to synthesize it. The reactants are: C([O:3][P:4]([CH:9]([P:40]([O:45]CC)([O:42]CC)=[O:41])[CH2:10][C:11]([N:13]1[CH2:18][CH2:17][N:16]([C:19]2[C:28]([O:29][CH3:30])=[C:27]3[C:22]([C:23](=[O:37])[C:24]([C:34]([OH:36])=[O:35])=[CH:25][N:26]3[CH:31]3[CH2:33][CH2:32]3)=[CH:21][C:20]=2[F:38])[CH2:15][CH:14]1[CH3:39])=[O:12])([O:6]CC)=[O:5])C.C[Si](Br)(C)C. (4) Given the product [O:26]=[C:7]1[C:8]2([CH2:18][O:17][C:16]3[CH:19]=[C:20]4[C:24](=[CH:25][C:15]2=3)[CH2:23][CH2:22][CH2:21]4)[C:9]2[C:14](=[CH:13][CH:12]=[CH:11][CH:10]=2)[N:6]1[CH2:5][C:4]([OH:27])=[O:3], predict the reactants needed to synthesize it. The reactants are: C([O:3][C:4](=[O:27])[CH2:5][N:6]1[C:14]2[C:9](=[CH:10][CH:11]=[CH:12][CH:13]=2)[C:8]2([CH2:18][O:17][C:16]3[CH:19]=[C:20]4[C:24](=[CH:25][C:15]2=3)[CH2:23][CH2:22][CH2:21]4)[C:7]1=[O:26])C.C(OC(=O)CN1C2C(=CC=CC=2)C2(C3=CC4OCOC=4C=C3OC2)C1=O)C. (5) Given the product [P:16]([O:19][CH2:23][C@H:25]1[O:32][C@@H:31]([N:7]2[C:3]([C:4]([OH:6])=[O:5])=[CH:2][C:10](=[O:11])[NH:9][C:8]2=[O:12])[C@H:29]([OH:30])[C@@H:27]1[OH:28])([OH:18])([OH:15])=[O:17], predict the reactants needed to synthesize it. The reactants are: F[C:2]1[C:10](=[O:11])[NH:9][C:8](=[O:12])[NH:7][C:3]=1[C:4]([OH:6])=[O:5].[Cl-].[K+].[OH:15][P:16]([O-:19])([OH:18])=[O:17].[K+].O=C[C@@H:23]([C@H:25]([C@@H:27]([C@@H:29]([CH2:31][OH:32])[OH:30])[OH:28])O)O.N1C=CC(=O)NC1=O.[C@@H]1(N2C=CC(=O)NC2=O)O[C@H](CO)[C@@H](O)[C@H]1O.